From a dataset of Reaction yield outcomes from USPTO patents with 853,638 reactions. Predict the reaction yield, written as a fraction of the theoretical maximum amount of product (1.0 means a 100% yield; for example, 0.34 means a 34% yield). The reactants are [C:1]1([NH:7][C:8](=[O:17])[C:9]#[C:10][C:11]2[CH:16]=[CH:15][CH:14]=[CH:13][CH:12]=2)[CH:6]=[CH:5][CH:4]=[CH:3][CH:2]=1.[CH3:18][O:19][C:20](=[O:29])[C:21]1[CH:26]=[CH:25][CH:24]=[C:23]([CH2:27]Br)[CH:22]=1.C([O-])([O-])=O.[Cs+].[Cs+].O. The catalyst is CN(C=O)C. The product is [CH3:18][O:19][C:20](=[O:29])[C:21]1[CH:26]=[CH:25][CH:24]=[C:23]([CH2:27][N:7]([C:1]2[CH:2]=[CH:3][CH:4]=[CH:5][CH:6]=2)[C:8](=[O:17])[C:9]#[C:10][C:11]2[CH:16]=[CH:15][CH:14]=[CH:13][CH:12]=2)[CH:22]=1. The yield is 0.650.